This data is from CYP1A2 inhibition data for predicting drug metabolism from PubChem BioAssay. The task is: Regression/Classification. Given a drug SMILES string, predict its absorption, distribution, metabolism, or excretion properties. Task type varies by dataset: regression for continuous measurements (e.g., permeability, clearance, half-life) or binary classification for categorical outcomes (e.g., BBB penetration, CYP inhibition). Dataset: cyp1a2_veith. (1) The drug is FC(F)(F)c1nc2ccccc2nc1N/N=C\c1ccccc1. The result is 1 (inhibitor). (2) The compound is COc1ccc2[nH]c(-c3ccccc3)c(CCNC(C)=O)c2c1. The result is 1 (inhibitor). (3) The molecule is CCN1CCN(CC(=O)N2c3ccccc3CC2C)CC1.O=C(O)C(=O)O. The result is 0 (non-inhibitor). (4) The compound is C=CCOC(=O)C1=C(C)NC(SCC(=O)OCC)=C(C#N)C1c1ccc(C)cc1. The result is 1 (inhibitor). (5) The molecule is NS(=O)(=O)c1ccc(CNC(=O)/C=C/c2ccccc2)cc1. The result is 0 (non-inhibitor).